This data is from Catalyst prediction with 721,799 reactions and 888 catalyst types from USPTO. The task is: Predict which catalyst facilitates the given reaction. (1) Product: [Cl:2][C:3]1[CH:28]=[CH:27][CH:26]=[CH:25][C:4]=1[CH:5]=[CH:46][C:42]1[N:41]([CH2:40][CH2:39][O:38][CH3:37])[CH:45]=[CH:44][CH:43]=1. Reactant: [Cl-].[Cl:2][C:3]1[CH:28]=[CH:27][CH:26]=[CH:25][C:4]=1[CH2:5][P+](C1C=CC=CC=1)(C1C=CC=CC=1)C1C=CC=CC=1.[Li+].CC([N-]C(C)C)C.[CH3:37][O:38][CH2:39][CH2:40][N:41]1[CH:45]=[CH:44][CH:43]=[C:42]1[CH:46]=O.[PH4+].[NH4+].[Cl-]. The catalyst class is: 1. (2) Reactant: [F:1][C:2]1[CH:9]=[CH:8][C:5]([CH:6]=O)=[CH:4][CH:3]=1.C(O)(=O)[CH2:11][C:12]([OH:14])=[O:13].N1CCCCC1.Cl. Product: [F:1][C:2]1[CH:9]=[CH:8][C:5]([CH:6]=[CH:11][C:12]([OH:14])=[O:13])=[CH:4][CH:3]=1. The catalyst class is: 17. (3) The catalyst class is: 1. Product: [CH3:34][S:31]([N:29]1[CH2:28][CH2:27][C:25]2[N:26]=[C:21]([CH2:20][O:1][CH2:2][CH2:3][CH:4]3[CH2:9][CH2:8][N:7]([C:10]([O:12][C:13]4([CH3:16])[CH2:15][CH2:14]4)=[O:11])[CH2:6][CH2:5]3)[N:22]=[CH:23][C:24]=2[CH2:30]1)(=[O:32])=[O:33]. Reactant: [OH:1][CH2:2][CH2:3][CH:4]1[CH2:9][CH2:8][N:7]([C:10]([O:12][C:13]2([CH3:16])[CH2:15][CH2:14]2)=[O:11])[CH2:6][CH2:5]1.[H-].[Na+].Br[CH2:20][C:21]1[N:22]=[CH:23][C:24]2[CH2:30][N:29]([S:31]([CH3:34])(=[O:33])=[O:32])[CH2:28][CH2:27][C:25]=2[N:26]=1. (4) Reactant: Br[C:2]1[CH:3]=[C:4]2[C:10]([C:11]([C:13]3[C:14]([F:27])=[C:15]([NH:20][S:21]([CH2:24][CH2:25][CH3:26])(=[O:23])=[O:22])[CH:16]=[CH:17][C:18]=3[F:19])=[O:12])=[CH:9][NH:8][C:5]2=[N:6][CH:7]=1.[Cl:28][C:29]1[N:34]=[CH:33][C:32](B(O)O)=[CH:31][CH:30]=1.C(#N)C.C(=O)([O-])[O-].[K+].[K+]. Product: [Cl:28][C:29]1[N:34]=[CH:33][C:32]([C:2]2[CH:3]=[C:4]3[C:10]([C:11]([C:13]4[C:14]([F:27])=[C:15]([NH:20][S:21]([CH2:24][CH2:25][CH3:26])(=[O:23])=[O:22])[CH:16]=[CH:17][C:18]=4[F:19])=[O:12])=[CH:9][NH:8][C:5]3=[N:6][CH:7]=2)=[CH:31][CH:30]=1. The catalyst class is: 15. (5) The catalyst class is: 3. Reactant: [CH3:1][C:2]([CH3:46])([CH3:45])[CH2:3][O:4][C:5](=[O:44])[N:6]=[C:7]([NH2:43])[C:8]1[CH:13]=[CH:12][C:11]([NH:14][CH:15]([C:29]2[N:33]=[C:32]([O:34][CH2:35]Cl)[N:31]([C:37]3[N:42]=[CH:41][CH:40]=[CH:39][N:38]=3)[N:30]=2)[C:16]2[CH:21]=[C:20]([O:22][CH3:23])[CH:19]=[C:18]([O:24][CH2:25][CH2:26][OH:27])[C:17]=2[F:28])=[CH:10][CH:9]=1.C(=O)([O-])O.[K+].[I-].[Na+].[CH:54]1([C:60]([OH:62])=[O:61])[CH2:59][CH2:58][CH2:57][CH2:56][CH2:55]1.[Cl-].[NH4+]. Product: [NH2:43][C:7](=[N:6][C:5]([O:4][CH2:3][C:2]([CH3:46])([CH3:45])[CH3:1])=[O:44])[C:8]1[CH:13]=[CH:12][C:11]([NH:14][CH:15]([C:16]2[CH:21]=[C:20]([O:22][CH3:23])[CH:19]=[C:18]([O:24][CH2:25][CH2:26][OH:27])[C:17]=2[F:28])[C:29]2[N:33]=[C:32]([O:34][CH2:35][O:62][C:60]([CH:54]3[CH2:59][CH2:58][CH2:57][CH2:56][CH2:55]3)=[O:61])[N:31]([C:37]3[N:42]=[CH:41][CH:40]=[CH:39][N:38]=3)[N:30]=2)=[CH:10][CH:9]=1. (6) Reactant: [Cl:1][C:2]1[C:7]2[N:8]=[C:9]([CH2:27][CH3:28])[N:10]([C:11]3[CH:16]=[CH:15][C:14]([CH2:17][CH2:18][NH:19]C(=O)OC(C)(C)C)=[CH:13][CH:12]=3)[C:6]=2[CH:5]=[C:4]([CH3:29])[N:3]=1.FC(F)(F)C(O)=O. Product: [Cl:1][C:2]1[C:7]2[N:8]=[C:9]([CH2:27][CH3:28])[N:10]([C:11]3[CH:12]=[CH:13][C:14]([CH2:17][CH2:18][NH2:19])=[CH:15][CH:16]=3)[C:6]=2[CH:5]=[C:4]([CH3:29])[N:3]=1. The catalyst class is: 4. (7) Reactant: [Br:1][C:2]1[N:6]=[CH:5][N:4]([C:7]2[CH:12]=[CH:11][C:10]([N+:13]([O-])=O)=[CH:9][CH:8]=2)[N:3]=1.[OH-].[Na+]. Product: [Br:1][C:2]1[N:6]=[CH:5][N:4]([C:7]2[CH:12]=[CH:11][C:10]([NH2:13])=[CH:9][CH:8]=2)[N:3]=1. The catalyst class is: 14.